From a dataset of Catalyst prediction with 721,799 reactions and 888 catalyst types from USPTO. Predict which catalyst facilitates the given reaction. (1) Reactant: [C:1](Cl)([C:3](Cl)=O)=[O:2].CN(C=O)C.[F:12][C:13]1[C:21]([C:22]#[N:23])=[C:20]2[C:16](C=[CH:18][NH:19]2)=[CH:15][CH:14]=1. Product: [F:12][C:13]1[C:21]([C:22]#[N:23])=[C:20]2[C:16]([C:3]([CH:1]=[O:2])=[CH:18][NH:19]2)=[CH:15][CH:14]=1. The catalyst class is: 2. (2) Reactant: [C:1]1([CH2:9][OH:10])[C:2]([CH2:7][OH:8])=[CH:3][CH:4]=[CH:5][CH:6]=1.C12COCC1=CC=CC=2.[N+]([O-])(O)=O.O. Product: [CH:9](=[O:10])[C:1]1[C:2](=[CH:3][CH:4]=[CH:5][CH:6]=1)[CH:7]=[O:8]. The catalyst class is: 15. (3) The catalyst class is: 18. Reactant: [NH2:1][C:2]1[C:10]([O:11][CH3:12])=[CH:9][CH:8]=[CH:7][C:3]=1[C:4](O)=[O:5].CC[N:15](C(C)C)C(C)C.N.CO.CCN=C=NCCCN(C)C.ON1C2C=CC=CC=2N=N1. Product: [NH2:1][C:2]1[C:10]([O:11][CH3:12])=[CH:9][CH:8]=[CH:7][C:3]=1[C:4]([NH2:15])=[O:5]. (4) Reactant: [C:1]([C:3]1[CH:4]=[C:5]([NH:9][C:10]2[C:19]3[C:14](=[CH:15][C:16]([O:25][CH2:26][CH2:27][O:28][CH3:29])=[C:17]([O:20][CH2:21][CH2:22][O:23][CH3:24])[CH:18]=3)[N:13]=[CH:12][N:11]=2)[CH:6]=[CH:7][CH:8]=1)#[CH:2].C(OCC)(=O)C.[OH-].[Na+].[CH3:38][S:39]([OH:42])(=[O:41])=[O:40]. The catalyst class is: 6. Product: [S:39]([OH:42])(=[O:41])(=[O:40])[CH3:38].[C:1]([C:3]1[CH:4]=[C:5]([NH:9][C:10]2[C:19]3[C:14](=[CH:15][C:16]([O:25][CH2:26][CH2:27][O:28][CH3:29])=[C:17]([O:20][CH2:21][CH2:22][O:23][CH3:24])[CH:18]=3)[N:13]=[CH:12][N:11]=2)[CH:6]=[CH:7][CH:8]=1)#[CH:2]. (5) The catalyst class is: 55. Product: [S:22]1[CH:23]=[CH:24][CH:25]=[C:21]1[CH:2]1[CH2:7][CH2:6][N:5]([CH2:8][CH2:9][C:10]2[CH:11]=[C:12]3[C:17](=[CH:18][CH:19]=2)[NH:16][C:15](=[O:20])[CH2:14][CH2:13]3)[CH2:4][CH2:3]1. Reactant: O[C:2]1([C:21]2[S:22][CH:23]=[CH:24][CH:25]=2)[CH2:7][CH2:6][N:5]([CH2:8][CH2:9][C:10]2[CH:11]=[C:12]3[C:17](=[CH:18][CH:19]=2)[NH:16][C:15](=[O:20])[CH2:14][CH2:13]3)[CH2:4][CH2:3]1.C([SiH](CC)CC)C. (6) Reactant: Br[Mg][C:3]1[CH:8]=[CH:7][C:6]([C:9]([CH3:12])([CH3:11])[CH3:10])=[CH:5][CH:4]=1.[F:13][C:14]1[CH:19]=[CH:18][C:17]([C:20]2[C:29]([CH:30]=[O:31])=[C:28]([CH:32]([CH3:34])[CH3:33])[CH:27]=[C:26]3[C:21]=2[C:22](=[O:37])[CH2:23][C:24]([CH3:36])([CH3:35])[O:25]3)=[CH:16][CH:15]=1.C(=O)(O)[O-].[Na+]. Product: [C:9]([C:6]1[CH:7]=[CH:8][C:3]([CH:30]([OH:31])[C:29]2[C:20]([C:17]3[CH:16]=[CH:15][C:14]([F:13])=[CH:19][CH:18]=3)=[C:21]3[C:26](=[CH:27][C:28]=2[CH:32]([CH3:34])[CH3:33])[O:25][C:24]([CH3:35])([CH3:36])[CH2:23][C:22]3=[O:37])=[CH:4][CH:5]=1)([CH3:12])([CH3:11])[CH3:10]. The catalyst class is: 7. (7) Reactant: [CH3:1][S:2]([O:5][CH2:6][C@:7]1([CH2:40][CH:41]=[O:42])[CH2:12][C@H:11]([C:13]2[CH:18]=[CH:17][CH:16]=[C:15]([Cl:19])[CH:14]=2)[C@@H:10]([C:20]2[CH:25]=[CH:24][C:23]([Cl:26])=[CH:22][CH:21]=2)[N:9]([C@@H:27]([CH2:37][CH3:38])[CH2:28][N:29]([CH3:36])[S:30]([CH:33]2[CH2:35][CH2:34]2)(=[O:32])=[O:31])[C:8]1=[O:39])(=[O:4])=[O:3].OOS([O-])=O.[K+].[CH3:49][OH:50]. Product: [Cl:19][C:15]1[CH:14]=[C:13]([C@@H:11]2[C@@H:10]([C:20]3[CH:21]=[CH:22][C:23]([Cl:26])=[CH:24][CH:25]=3)[N:9]([C@@H:27]([CH2:37][CH3:38])[CH2:28][N:29]([CH3:36])[S:30]([CH:33]3[CH2:34][CH2:35]3)(=[O:32])=[O:31])[C:8](=[O:39])[C@:7]([CH2:40][C:41]([O:50][CH3:49])=[O:42])([CH2:6][O:5][S:2]([CH3:1])(=[O:4])=[O:3])[CH2:12]2)[CH:18]=[CH:17][CH:16]=1. The catalyst class is: 34.